This data is from Catalyst prediction with 721,799 reactions and 888 catalyst types from USPTO. The task is: Predict which catalyst facilitates the given reaction. Reactant: [C:1]([O:5][C:6]([NH:8][CH2:9][CH2:10][C:11]1[C:19]2[C:14](=[CH:15][CH:16]=[C:17]([O:20][CH3:21])[CH:18]=2)[NH:13][C:12]=1[C:22](O)=[O:23])=[O:7])([CH3:4])([CH3:3])[CH3:2].[CH:25]([N:28](C(C)C)CC)(C)C.Cl.CN.F[P-](F)(F)(F)(F)F.N1(OC(N(C)C)=[N+](C)C)C2N=CC=CC=2N=N1. Product: [CH3:21][O:20][C:17]1[CH:18]=[C:19]2[C:14](=[CH:15][CH:16]=1)[NH:13][C:12]([C:22](=[O:23])[NH:28][CH3:25])=[C:11]2[CH2:10][CH2:9][NH:8][C:6](=[O:7])[O:5][C:1]([CH3:4])([CH3:2])[CH3:3]. The catalyst class is: 9.